Task: Predict the reactants needed to synthesize the given product.. Dataset: Full USPTO retrosynthesis dataset with 1.9M reactions from patents (1976-2016) (1) Given the product [CH2:18]([O:17][C:15]([C:14]1[C:13]([CH3:20])=[N:1][C:2]2[C:3]([C:10]=1[NH2:11])=[N:4][C:5]([O:8][CH3:9])=[CH:6][CH:7]=2)=[O:16])[CH3:19], predict the reactants needed to synthesize it. The reactants are: [NH2:1][C:2]1[C:3]([C:10]#[N:11])=[N:4][C:5]([O:8][CH3:9])=[CH:6][CH:7]=1.O=[C:13]([CH3:20])[CH2:14][C:15]([O:17][CH2:18][CH3:19])=[O:16]. (2) Given the product [OH:8][C:9]1[CH:10]=[C:11]([CH:14]=[CH:15][C:16]=1[OH:17])[CH2:12][NH:13][C:25](=[O:31])[CH2:26][CH2:27][C:28]([NH:13][CH2:12][C:11]1[CH:14]=[CH:15][C:16]([OH:17])=[C:9]([OH:8])[CH:10]=1)=[O:29], predict the reactants needed to synthesize it. The reactants are: C([O:8][C:9]1[CH:10]=[C:11]([CH:14]=[CH:15][C:16]=1[O:17]CC1C=CC=CC=1)[CH2:12][NH2:13])C1C=CC=CC=1.[C:25](Cl)(=[O:31])[CH2:26][CH2:27][C:28](Cl)=[O:29].